Dataset: Catalyst prediction with 721,799 reactions and 888 catalyst types from USPTO. Task: Predict which catalyst facilitates the given reaction. (1) Reactant: [CH3:1][C:2]1[C:7]([C:8]([O:10][CH2:11][CH2:12][C:13]([CH3:17])=[C:14]([F:16])[F:15])=[O:9])=[CH:6][N:5]=[C:4](SC)[N:3]=1.Cl[C:21]1C=CC=C(C(OO)=O)C=1.[S:31]([O-:34])(O)=[O:32].[Na+]. Product: [CH3:21][S:31]([C:4]1[N:3]=[C:2]([CH3:1])[C:7]([C:8]([O:10][CH2:11][CH2:12][C:13]([CH3:17])=[C:14]([F:16])[F:15])=[O:9])=[CH:6][N:5]=1)(=[O:34])=[O:32]. The catalyst class is: 22. (2) Reactant: [CH3:1][O:2][C:3]1[N:8]=[CH:7][C:6]([CH2:9][C:10]2[C:11](=[O:20])[N:12]=[C:13]([NH:16][N+]([O-])=O)[NH:14][CH:15]=2)=[CH:5][N:4]=1.[Cl:21][C:22]1[CH:27]=[CH:26][C:25]([O:28][C:29]2[CH:34]=[CH:33][C:32]([CH2:35][CH2:36]N)=[CH:31][CH:30]=2)=[CH:24][C:23]=1[C:38]([F:41])([F:40])[F:39]. Product: [Cl:21][C:22]1[CH:27]=[CH:26][C:25]([O:28][C:29]2[CH:30]=[CH:31][C:32]([CH2:35][CH2:36][NH:16][C:13]3[NH:14][CH:15]=[C:10]([CH2:9][C:6]4[CH:5]=[N:4][C:3]([O:2][CH3:1])=[N:8][CH:7]=4)[C:11](=[O:20])[N:12]=3)=[CH:33][CH:34]=2)=[CH:24][C:23]=1[C:38]([F:39])([F:40])[F:41]. The catalyst class is: 8.